This data is from Reaction yield outcomes from USPTO patents with 853,638 reactions. The task is: Predict the reaction yield, written as a fraction of the theoretical maximum amount of product (1.0 means a 100% yield; for example, 0.34 means a 34% yield). (1) The catalyst is ClCCl.CN(C)C1C=CN=CC=1. The yield is 0.990. The reactants are [CH2:1]([O:8][C:9]([NH:11][C@@H:12]([CH2:22][OH:23])[CH2:13][CH2:14][C:15]([O:17][C:18]([CH3:21])([CH3:20])[CH3:19])=[O:16])=[O:10])[C:2]1[CH:7]=[CH:6][CH:5]=[CH:4][CH:3]=1.C(N(C(C)C)CC)(C)C.[CH3:33][O:34][CH2:35]Cl.Cl.[Cl-].[Na+]. The product is [CH2:1]([O:8][C:9]([NH:11][C@@H:12]([CH2:22][O:23][CH2:33][O:34][CH3:35])[CH2:13][CH2:14][C:15]([O:17][C:18]([CH3:19])([CH3:20])[CH3:21])=[O:16])=[O:10])[C:2]1[CH:3]=[CH:4][CH:5]=[CH:6][CH:7]=1. (2) The reactants are [CH3:1][C:2]1[C:11]([C:12]2[S:13][C:14]([C:23]3[N:27]=[CH:26][N:25](C4CCCCO4)[N:24]=3)=[C:15]([C:17]3[CH:22]=[CH:21][CH:20]=[CH:19][CH:18]=3)[N:16]=2)=[C:5]2[CH:6]=[C:7]([OH:10])[CH:8]=[CH:9][N:4]2[N:3]=1.Cl[CH2:35][C:36]1[CH:37]=[CH:38][C:39]([C:42]([F:45])([F:44])[F:43])=[N:40][CH:41]=1.C(=O)([O-])[O-].[K+].[K+].CN(C=O)C. The catalyst is CCOC(C)=O.O. The product is [CH3:1][C:2]1[C:11]([C:12]2[S:13][C:14]([C:23]3[N:27]=[CH:26][NH:25][N:24]=3)=[C:15]([C:17]3[CH:18]=[CH:19][CH:20]=[CH:21][CH:22]=3)[N:16]=2)=[C:5]2[CH:6]=[C:7]([O:10][CH2:35][C:36]3[CH:41]=[N:40][C:39]([C:42]([F:45])([F:43])[F:44])=[CH:38][CH:37]=3)[CH:8]=[CH:9][N:4]2[N:3]=1. The yield is 0.920. (3) The reactants are [CH3:1][O:2][C:3]1[CH:12]=[CH:11][C:6]2[CH:7]=[C:8]([CH3:10])[O:9][C:5]=2[CH:4]=1.[C:13](Cl)(=[O:17])C(Cl)=O.[Al+3].[Cl-].[Cl-].[Cl-].[CH2:23]([NH2:27])[CH:24]([CH3:26])[CH3:25]. No catalyst specified. The product is [CH2:23]([NH:27][C:13]([C:7]1[C:6]2[CH:11]=[CH:12][C:3]([O:2][CH3:1])=[CH:4][C:5]=2[O:9][C:8]=1[CH3:10])=[O:17])[CH:24]([CH3:26])[CH3:25]. The yield is 0.730.